This data is from Cav3 T-type calcium channel HTS with 100,875 compounds. The task is: Binary Classification. Given a drug SMILES string, predict its activity (active/inactive) in a high-throughput screening assay against a specified biological target. (1) The compound is O(C(=O)N1CCN(CC1)C(=O)c1cc(c2nnn(C(CCC(OC(C)(C)C)=O)C(OC(C)(C)C)=O)c2)cc(c1)c1nnn(c1)C(CO)C(OC)=O)C(C)(C)C. The result is 0 (inactive). (2) The drug is O=C(N1CCCCCC1)c1c(n(nc1)c1cc(c(cc1)C)C)NC(=O)CC. The result is 0 (inactive). (3) The drug is S(=O)(=O)(Cc1nc(oc1C)c1ccc(cc1)C)CC(=O)NCCc1c(OC)ccc(OC)c1. The result is 1 (active). (4) The molecule is O=C1N2CCCCCC2=N/C1=C/c1cc(OC)ccc1. The result is 0 (inactive). (5) The drug is O1CCN(CC1)C(=O)c1cc(NC(=O)NC2CCCCC2)ccc1. The result is 0 (inactive).